Task: Predict the product of the given reaction.. Dataset: Forward reaction prediction with 1.9M reactions from USPTO patents (1976-2016) (1) Given the reactants C([C:3]1[C:11]2[O:10][CH2:9][CH:8]([C:12]3[CH:17]=[CH:16][C:15]([CH:18]([CH3:20])[CH3:19])=[CH:14][CH:13]=3)[C:7]=2[C:6]([CH3:21])=[C:5]([NH:22][CH:23]=[O:24])[C:4]=1[CH3:25])=O.[OH2:26], predict the reaction product. The product is: [CH:23]([NH:22][C:5]1[C:4]([CH3:25])=[C:3](/[CH:7]=[CH:8]/[C:9]([O:10][CH2:11][CH3:3])=[O:26])[C:11]2[O:10][CH2:9][CH:8]([C:12]3[CH:13]=[CH:14][C:15]([CH:18]([CH3:20])[CH3:19])=[CH:16][CH:17]=3)[C:7]=2[C:6]=1[CH3:21])=[O:24]. (2) Given the reactants [C:1]1([C:7]2[CH2:8][C:9]3[C:14]([CH:15]=2)=[CH:13][CH:12]=[CH:11][CH:10]=3)[CH:6]=[CH:5][CH:4]=[CH:3][CH:2]=1.[Li]CCCC.[Si:21]([CH3:25])([CH3:24])(Cl)[Cl:22], predict the reaction product. The product is: [Cl:22][Si:21]([CH3:25])([CH3:24])[CH:8]1[C:9]2[C:14](=[CH:13][CH:12]=[CH:11][CH:10]=2)[CH:15]=[C:7]1[C:1]1[CH:2]=[CH:3][CH:4]=[CH:5][CH:6]=1. (3) Given the reactants [NH2:1][CH2:2][CH2:3][CH2:4][O:5][CH2:6][CH2:7][O:8][CH2:9][CH2:10][O:11][CH2:12][CH2:13][CH2:14][NH:15][C:16](=[O:22])[O:17][C:18]([CH3:21])([CH3:20])[CH3:19].CCN(C(C)C)C(C)C.[Cl:32][CH2:33][C:34](Cl)=[O:35], predict the reaction product. The product is: [Cl:32][CH2:33][C:34](=[O:35])[NH:1][CH2:2][CH2:3][CH2:4][O:5][CH2:6][CH2:7][O:8][CH2:9][CH2:10][O:11][CH2:12][CH2:13][CH2:14][NH:15][C:16](=[O:22])[O:17][C:18]([CH3:19])([CH3:21])[CH3:20]. (4) Given the reactants [CH3:1][N:2]1[CH2:5][CH:4]([NH2:6])[CH2:3]1.C(N(CC)CC)C.[CH3:14][O:15][C:16]1[CH:17]=[C:18]([CH:22]=[CH:23][C:24]=1[N+:25]([O-:27])=[O:26])[C:19](Cl)=[O:20], predict the reaction product. The product is: [CH3:14][O:15][C:16]1[CH:17]=[C:18]([CH:22]=[CH:23][C:24]=1[N+:25]([O-:27])=[O:26])[C:19]([NH:6][CH:4]1[CH2:5][N:2]([CH3:1])[CH2:3]1)=[O:20].